This data is from Forward reaction prediction with 1.9M reactions from USPTO patents (1976-2016). The task is: Predict the product of the given reaction. (1) Given the reactants [OH-].[Na+].Cl.[NH2:4][CH2:5][CH2:6][NH:7][S:8]([C:11]1[C:12]2[CH:13]=[CH:14][N:15]=[C:16]([Cl:21])[C:17]=2[CH:18]=[CH:19][CH:20]=1)(=[O:10])=[O:9].CO, predict the reaction product. The product is: [NH2:4][CH2:5][CH2:6][NH:7][S:8]([C:11]1[C:12]2[CH:13]=[CH:14][N:15]=[C:16]([Cl:21])[C:17]=2[CH:18]=[CH:19][CH:20]=1)(=[O:9])=[O:10]. (2) The product is: [CH3:36][C:35]1[C:30]([C:4]([C:6]2[N:7]=[CH:8][N:9]([C:11]3[CH:12]=[C:13]([C:17]4[CH:22]=[CH:21][CH:20]=[CH:19][C:18]=4[O:23][C:24]([F:25])([F:27])[F:26])[CH:14]=[CH:15][CH:16]=3)[CH:10]=2)=[O:5])=[N:31][CH:32]=[CH:33][CH:34]=1. Given the reactants CON(C)[C:4]([C:6]1[N:7]=[CH:8][N:9]([C:11]2[CH:12]=[C:13]([C:17]3[CH:22]=[CH:21][CH:20]=[CH:19][C:18]=3[O:23][C:24]([F:27])([F:26])[F:25])[CH:14]=[CH:15][CH:16]=2)[CH:10]=1)=[O:5].Br[C:30]1[C:35]([CH3:36])=[CH:34][CH:33]=[CH:32][N:31]=1, predict the reaction product.